This data is from Forward reaction prediction with 1.9M reactions from USPTO patents (1976-2016). The task is: Predict the product of the given reaction. (1) Given the reactants [H-].[Na+].[CH2:3]([C:7]1[C:11]([CH2:12][OH:13])=[C:10](/[CH:14]=[CH:15]/[C:16]2[CH:21]=[CH:20][CH:19]=[CH:18][CH:17]=2)[O:9][N:8]=1)[CH2:4][CH2:5][CH3:6].Br[C:23]1[CH:32]=[CH:31][C:26]([C:27]([O:29][CH3:30])=[O:28])=[CH:25][N:24]=1, predict the reaction product. The product is: [CH3:30][O:29][C:27](=[O:28])[C:26]1[CH:31]=[CH:32][C:23]([O:13][CH2:12][C:11]2[C:7]([CH2:3][CH2:4][CH2:5][CH3:6])=[N:8][O:9][C:10]=2/[CH:14]=[CH:15]/[C:16]2[CH:21]=[CH:20][CH:19]=[CH:18][CH:17]=2)=[N:24][CH:25]=1. (2) Given the reactants CO[C:3]([C:5]1[CH:6]=[N:7][C:8]([C:11]2[CH:16]=[C:15]([NH:17][C:18](=[O:30])[C:19]3[CH:24]=[CH:23][C:22]([S:25]([CH3:28])(=[O:27])=[O:26])=[CH:21][C:20]=3[Cl:29])[CH:14]=[CH:13][C:12]=2[Cl:31])=[N:9][CH:10]=1)=[O:4].Cl.[NH2:33][OH:34], predict the reaction product. The product is: [OH:34][NH:33][C:3]([C:5]1[CH:6]=[N:7][C:8]([C:11]2[CH:16]=[C:15]([NH:17][C:18](=[O:30])[C:19]3[CH:24]=[CH:23][C:22]([S:25]([CH3:28])(=[O:27])=[O:26])=[CH:21][C:20]=3[Cl:29])[CH:14]=[CH:13][C:12]=2[Cl:31])=[N:9][CH:10]=1)=[O:4].